Task: Predict the reactants needed to synthesize the given product.. Dataset: Full USPTO retrosynthesis dataset with 1.9M reactions from patents (1976-2016) (1) Given the product [Cl:1][C:2]1[CH:3]=[C:4]([NH:8][C:9]2[C:10]3[S:34](=[O:35])[CH2:33][CH2:32][C:11]=3[N:12]=[C:13]([N:15]3[CH2:16][CH2:17][N:18]([C:21]4[CH:31]=[CH:30][C:24]([C:25]([OH:27])=[O:26])=[CH:23][CH:22]=4)[CH2:19][CH2:20]3)[N:14]=2)[CH:5]=[CH:6][CH:7]=1, predict the reactants needed to synthesize it. The reactants are: [Cl:1][C:2]1[CH:3]=[C:4]([NH:8][C:9]2[C:10]3[S:34](=[O:35])[CH2:33][CH2:32][C:11]=3[N:12]=[C:13]([N:15]3[CH2:20][CH2:19][N:18]([C:21]4[CH:31]=[CH:30][C:24]([C:25]([O:27]CC)=[O:26])=[CH:23][CH:22]=4)[CH2:17][CH2:16]3)[N:14]=2)[CH:5]=[CH:6][CH:7]=1.[OH-].[Na+]. (2) Given the product [Cl:7][C:8]1[CH:13]=[CH:12][C:11]([C@@H:14]([CH2:38][N:39]([CH:40]([CH3:42])[CH3:41])[CH3:4])[C:15]([N:17]2[CH2:18][CH2:19][N:20]([C:23]3[C:28]([C:29]4[CH:34]=[CH:33][CH:32]=[CH:31][CH:30]=4)=[CH:27][N:26]=[C:25]4[NH:35][CH:36]=[CH:37][C:24]=34)[CH2:21][CH2:22]2)=[O:16])=[CH:10][CH:9]=1, predict the reactants needed to synthesize it. The reactants are: C=O.[BH3-][C:4]#N.[Na+].[Cl:7][C:8]1[CH:13]=[CH:12][C:11]([C@@H:14]([CH2:38][NH:39][CH:40]([CH3:42])[CH3:41])[C:15]([N:17]2[CH2:22][CH2:21][N:20]([C:23]3[C:28]([C:29]4[CH:34]=[CH:33][CH:32]=[CH:31][CH:30]=4)=[CH:27][N:26]=[C:25]4[NH:35][CH:36]=[CH:37][C:24]=34)[CH2:19][CH2:18]2)=[O:16])=[CH:10][CH:9]=1.C([O-])(O)=O.[Na+]. (3) Given the product [CH:38]([O:37][C:34]1[CH:35]=[CH:36][C:31]([CH:27]2[CH2:26][CH:25]([S:9][C:5]3[CH:6]=[CH:7][CH:8]=[C:3]([C:2]([F:1])([F:10])[F:11])[CH:4]=3)[CH2:30][CH2:29][O:28]2)=[CH:32][N:33]=1)([CH3:40])[CH3:39], predict the reactants needed to synthesize it. The reactants are: [F:1][C:2]([F:11])([F:10])[C:3]1[CH:4]=[C:5]([SH:9])[CH:6]=[CH:7][CH:8]=1.C([O-])([O-])=O.[K+].[K+].N#N.CS(O[CH:25]1[CH2:30][CH2:29][O:28][CH:27]([C:31]2[CH:32]=[N:33][C:34]([O:37][CH:38]([CH3:40])[CH3:39])=[CH:35][CH:36]=2)[CH2:26]1)(=O)=O. (4) Given the product [C:40]([C:36]1[CH:35]=[C:34]([C@@H:9]2[C@@H:10]([OH:27])[C@@H:11]([OH:20])[C@H:12]([OH:13])[C@@H:7]([CH2:6][OH:5])[O:8]2)[CH:39]=[CH:38][CH:37]=1)#[CH:41], predict the reactants needed to synthesize it. The reactants are: CC(C)(C)C([O:5][CH2:6][C@@H:7]1[C@@H:12]([O:13]C(=O)C(C)(C)C)[C@H:11]([O:20]C(=O)C(C)(C)C)[C@H:10]([O:27]C(=O)C(C)(C)C)[C@@H:9]([C:34]2[CH:39]=[CH:38][CH:37]=[C:36]([C:40]#[C:41][Si](C)(C)C)[CH:35]=2)[O:8]1)=O.C[O-].